From a dataset of Forward reaction prediction with 1.9M reactions from USPTO patents (1976-2016). Predict the product of the given reaction. (1) The product is: [CH:6]([C:5]1[CH:4]=[CH:3][C:2]([OH:1])=[C:9]([CH2:23][N:20]2[CH2:19][CH2:18][N:17]([C:10]([O:12][C:13]([CH3:16])([CH3:15])[CH3:14])=[O:11])[CH2:22][CH2:21]2)[CH:8]=1)=[O:7]. Given the reactants [OH:1][C:2]1[CH:9]=[CH:8][C:5]([CH:6]=[O:7])=[CH:4][CH:3]=1.[C:10]([N:17]1[CH2:22][CH2:21][NH:20][CH2:19][CH2:18]1)([O:12][C:13]([CH3:16])([CH3:15])[CH3:14])=[O:11].[CH2:23]=O, predict the reaction product. (2) Given the reactants Cl.[CH3:2][NH:3][O:4][CH3:5].CCN(C(C)C)C(C)C.C[Al](C)C.[CH3:19][O:20][C:21]1[C:22]([C:38](OC)=[O:39])=[N:23][N:24]([C:28]2[CH:33]=[CH:32][CH:31]=[C:30]([C:34]([F:37])([F:36])[F:35])[CH:29]=2)[C:25](=[O:27])[CH:26]=1, predict the reaction product. The product is: [CH3:5][O:4][N:3]([CH3:2])[C:38]([C:22]1[C:21]([O:20][CH3:19])=[CH:26][C:25](=[O:27])[N:24]([C:28]2[CH:33]=[CH:32][CH:31]=[C:30]([C:34]([F:36])([F:35])[F:37])[CH:29]=2)[N:23]=1)=[O:39]. (3) Given the reactants [C:1]1([NH:7]N)[CH:6]=[CH:5][CH:4]=[CH:3][CH:2]=1.N1[C:17]2[C:12](=[CH:13][CH:14]=[CH:15][CH:16]=2)C=C1, predict the reaction product. The product is: [CH2:6]1[C:1]2[NH:7][C:17]3[C:12](=[CH:13][CH:14]=[CH:15][CH:16]=3)[C:2]=2[CH2:3][CH2:4][CH2:5]1. (4) Given the reactants Cl[C:2]1[N:7]=[C:6]([C:8]2[C:16]3[C:11](=[CH:12][CH:13]=[C:14]([C:17]4[S:21][C:20]([NH:22][CH2:23][C:24]5[CH:29]=[CH:28][C:27]([O:30][CH3:31])=[CH:26][CH:25]=5)=[N:19][N:18]=4)[CH:15]=3)[N:10]([S:32]([C:35]3[CH:41]=[CH:40][C:38]([CH3:39])=[CH:37][CH:36]=3)(=[O:34])=[O:33])[CH:9]=2)[CH:5]=[N:4][CH:3]=1.[CH3:42][N:43]1[CH2:48][CH2:47][NH:46][CH2:45][C:44]1=[O:49].CCN(CC)CC.O, predict the reaction product. The product is: [CH3:31][O:30][C:27]1[CH:26]=[CH:25][C:24]([CH2:23][NH:22][C:20]2[S:21][C:17]([C:14]3[CH:15]=[C:16]4[C:11](=[CH:12][CH:13]=3)[N:10]([S:32]([C:35]3[CH:36]=[CH:37][C:38]([CH3:39])=[CH:40][CH:41]=3)(=[O:34])=[O:33])[CH:9]=[C:8]4[C:6]3[N:7]=[C:2]([N:46]4[CH2:47][CH2:48][N:43]([CH3:42])[C:44](=[O:49])[CH2:45]4)[CH:3]=[N:4][CH:5]=3)=[N:18][N:19]=2)=[CH:29][CH:28]=1. (5) Given the reactants [F:1][CH:2]([F:37])[C:3]1[CH:8]=[CH:7][C:6]([C:9]2[O:10][C:11]3[CH:21]=[C:20]([N:22]([CH3:27])[S:23]([CH3:26])(=[O:25])=[O:24])[C:19](B4OC(C)(C)C(C)(C)O4)=[CH:18][C:12]=3[C:13]=2[C:14]([NH:16][CH3:17])=[O:15])=[CH:5][CH:4]=1.Cl[C:39]1[CH:48]=[CH:47][C:46]2[CH2:45][CH2:44][N:43]3[C:49]4[CH:50]=[CH:51][CH:52]=[C:53]([F:56])[C:54]=4[CH:55]=[C:42]3[C:41]=2[N:40]=1.C([O-])([O-])=O.[Na+].[Na+].CC(C1C=C(C(C)C)C(C2C=CC=CC=2P(C2CCCCC2)C2CCCCC2)=C(C(C)C)C=1)C, predict the reaction product. The product is: [F:1][CH:2]([F:37])[C:3]1[CH:8]=[CH:7][C:6]([C:9]2[O:10][C:11]3[CH:21]=[C:20]([N:22]([CH3:27])[S:23]([CH3:26])(=[O:24])=[O:25])[C:19]([C:39]4[CH:48]=[CH:47][C:46]5[CH2:45][CH2:44][N:43]6[C:49]7[CH:50]=[CH:51][CH:52]=[C:53]([F:56])[C:54]=7[CH:55]=[C:42]6[C:41]=5[N:40]=4)=[CH:18][C:12]=3[C:13]=2[C:14]([NH:16][CH3:17])=[O:15])=[CH:5][CH:4]=1. (6) Given the reactants Br[CH2:2]/[CH:3]=[CH:4]/[C:5]([NH:7][C:8]1[CH:9]=[C:10]2[C:15](=[CH:16][C:17]=1[O:18][CH3:19])[N:14]=[CH:13][N:12]=[C:11]2[NH:20][C:21]1[CH:26]=[CH:25][C:24]([F:27])=[C:23]([Cl:28])[CH:22]=1)=[O:6].[S:29]1[CH2:34][CH2:33][NH:32][CH:31]2[CH2:35][CH2:36][CH2:37][CH:30]12.CCN(C(C)C)C(C)C.O, predict the reaction product. The product is: [Cl:28][C:23]1[CH:22]=[C:21]([NH:20][C:11]2[C:10]3[C:15](=[CH:16][C:17]([O:18][CH3:19])=[C:8]([NH:7][C:5](=[O:6])/[CH:4]=[CH:3]/[CH2:2][N:32]4[CH2:33][CH2:34][S:29][CH:30]5[CH2:37][CH2:36][CH2:35][CH:31]45)[CH:9]=3)[N:14]=[CH:13][N:12]=2)[CH:26]=[CH:25][C:24]=1[F:27]. (7) Given the reactants Br[C:2]1[CH:3]=[CH:4][C:5]([NH:8][CH3:9])=[N:6][CH:7]=1.B1(B2[O:23][C:22]([CH3:25])(C)[C:21]([CH3:27])(C)O2)O[C:21](C)([CH3:27])[C:22](C)([CH3:25])[O:23]1.[CH3:28][C:29]([O-:31])=O.[K+].Br[C:34]1[S:35][C:36]2C=C(F)C=C[C:37]=2[N:38]=1.[C:44]([O-])([O-])=O.[K+].[K+], predict the reaction product. The product is: [N:8]1([C:5]2[N:6]=[CH:7][C:2]([C:34]3[S:35][C:27]4[CH:21]=[C:22]([OH:23])[CH:25]=[CH:36][C:37]=4[N:38]=3)=[CH:3][CH:4]=2)[CH2:9][CH2:44][O:31][CH2:29][CH2:28]1.